The task is: Predict the reactants needed to synthesize the given product.. This data is from Full USPTO retrosynthesis dataset with 1.9M reactions from patents (1976-2016). (1) Given the product [CH2:1]([N:8]1[C:12]2[N:13]=[C:14]([C:23]([CH3:26])([CH3:25])[CH3:24])[N:15]=[C:16]([N:17]3[CH2:21][CH2:20][CH:19]([OH:22])[CH2:18]3)[C:11]=2[N:10]=[N:9]1)[C:2]1[CH:7]=[CH:6][CH:5]=[CH:4][CH:3]=1, predict the reactants needed to synthesize it. The reactants are: [CH2:1]([N:8]1[C:12]2[N:13]=[C:14]([C:23]([CH3:26])([CH3:25])[CH3:24])[N:15]=[C:16]([N:17]3[CH2:21][CH2:20][C@@H:19]([OH:22])[CH2:18]3)[C:11]=2[N:10]=[N:9]1)[C:2]1[CH:7]=[CH:6][CH:5]=[CH:4][CH:3]=1.C(N1C2N=C(C(C)(C)C)N=C(Cl)C=2N=N1)C1C=CC=CC=1.N1CCC(O)C1. (2) Given the product [CH3:1][C@@:2]12[C:10](=[O:11])[CH2:9][CH2:8][C@H:7]1[C@@H:6]1[CH2:12][CH:13]=[C:14]3[CH2:19][C@@H:18]([OH:20])[CH2:17][CH2:16][C@:15]3([CH3:21])[C@H:5]1[CH2:4][CH2:3]2.[CH3:22][C@@:23]12[C@@H:31]([OH:32])[CH2:30][CH2:29][C@H:28]1[C@@H:27]1[CH2:33][CH2:34][C:35]3[C@@:36]([CH3:46])([C@H:26]1[CH2:25][CH2:24]2)[CH2:37][CH2:38][C:39](=[O:41])[CH:40]=3, predict the reactants needed to synthesize it. The reactants are: [CH3:1][C@@:2]12[C:10](=[O:11])[CH2:9][CH2:8][C@H:7]1[C@@H:6]1[CH2:12][CH:13]=[C:14]3[CH2:19][C@@H:18]([OH:20])[CH2:17][CH2:16][C@:15]3([CH3:21])[C@H:5]1[CH2:4][CH2:3]2.[CH3:22][C@@:23]12[C:31](=[O:32])[CH2:30][CH2:29][C@H:28]1[C@@H:27]1[CH2:33][CH:34]=[C:35]3[CH2:40][C@@H:39]([O:41]S(O)(=O)=O)[CH2:38][CH2:37][C@:36]3([CH3:46])[C@H:26]1[CH2:25][CH2:24]2. (3) Given the product [CH3:10][O:9][C:7]1[CH:6]=[C:5]([NH:11][C:12]2[N:17]=[C:16]([N:18]3[CH:22]=[CH:21][C:20]([C:23]([F:24])([F:25])[F:26])=[N:19]3)[C:15]([C:27]3[CH:28]=[C:29]([C:35]([NH:51][S:48]([CH3:47])(=[O:50])=[O:49])=[O:37])[C:30]([S:33][CH3:34])=[N:31][CH:32]=3)=[CH:14][N:13]=2)[CH:4]=[C:3]([O:2][CH3:1])[CH:8]=1, predict the reactants needed to synthesize it. The reactants are: [CH3:1][O:2][C:3]1[CH:4]=[C:5]([NH:11][C:12]2[N:17]=[C:16]([N:18]3[CH:22]=[CH:21][C:20]([C:23]([F:26])([F:25])[F:24])=[N:19]3)[C:15]([C:27]3[CH:28]=[C:29]([C:35]([OH:37])=O)[C:30]([S:33][CH3:34])=[N:31][CH:32]=3)=[CH:14][N:13]=2)[CH:6]=[C:7]([O:9][CH3:10])[CH:8]=1.[I-].ClC1C=CC=C[N+]=1C.[CH3:47][S:48]([NH2:51])(=[O:50])=[O:49]. (4) Given the product [CH3:14][O:13][C:10]1[CH:9]=[N:8][C:7]2[CH:6]=[CH:5][CH:4]=[C:3]([CH:2]=[O:18])[C:12]=2[N:11]=1, predict the reactants needed to synthesize it. The reactants are: Br[CH:2](Br)[C:3]1[CH:4]=[CH:5][CH:6]=[C:7]2[C:12]=1[N:11]=[C:10]([O:13][CH3:14])[CH:9]=[N:8]2.C([OH:18])C. (5) Given the product [F:16][C:2]1([F:1])[CH2:6][N:5]([C:7]([O:9][C:10]([CH3:11])([CH3:12])[CH3:13])=[O:8])[C@H:4]([CH:14]=[O:15])[CH2:3]1, predict the reactants needed to synthesize it. The reactants are: [F:1][C:2]1([F:16])[CH2:6][N:5]([C:7]([O:9][C:10]([CH3:13])([CH3:12])[CH3:11])=[O:8])[C@H:4]([CH2:14][OH:15])[CH2:3]1.CC(OI1(OC(C)=O)(OC(C)=O)OC(=O)C2C=CC=CC1=2)=O. (6) Given the product [C:1]([O:5][C:6]([N:8]1[CH2:9][CH2:10][CH:11]([N:14]([C:15]2[CH:20]=[CH:19][CH:18]=[CH:17][CH:16]=2)[C:23]([NH:22][CH3:21])=[S:24])[CH2:12][CH2:13]1)=[O:7])([CH3:4])([CH3:2])[CH3:3], predict the reactants needed to synthesize it. The reactants are: [C:1]([O:5][C:6]([N:8]1[CH2:13][CH2:12][CH:11]([NH:14][C:15]2[CH:20]=[CH:19][CH:18]=[CH:17][CH:16]=2)[CH2:10][CH2:9]1)=[O:7])([CH3:4])([CH3:3])[CH3:2].[CH3:21][N:22]=[C:23]=[S:24]. (7) Given the product [CH3:1][C@H:2]1[NH:6][C@@H:5]([C:7]([O:9][CH3:10])=[O:8])[CH2:4][CH2:3]1, predict the reactants needed to synthesize it. The reactants are: [CH3:1][C:2]1[CH2:3][CH2:4][C@H:5]([C:7]([O:9][CH3:10])=[O:8])[N:6]=1.